This data is from NCI-60 drug combinations with 297,098 pairs across 59 cell lines. The task is: Regression. Given two drug SMILES strings and cell line genomic features, predict the synergy score measuring deviation from expected non-interaction effect. (1) Drug 1: C1CCC(C(C1)N)N.C(=O)(C(=O)[O-])[O-].[Pt+4]. Drug 2: CC1C(C(CC(O1)OC2CC(CC3=C2C(=C4C(=C3O)C(=O)C5=CC=CC=C5C4=O)O)(C(=O)C)O)N)O. Cell line: UACC62. Synergy scores: CSS=65.1, Synergy_ZIP=-6.81, Synergy_Bliss=-3.64, Synergy_Loewe=-1.25, Synergy_HSA=0.212. (2) Drug 1: CC(CN1CC(=O)NC(=O)C1)N2CC(=O)NC(=O)C2. Drug 2: CC1=C(C=C(C=C1)C(=O)NC2=CC(=CC(=C2)C(F)(F)F)N3C=C(N=C3)C)NC4=NC=CC(=N4)C5=CN=CC=C5. Cell line: SK-OV-3. Synergy scores: CSS=3.52, Synergy_ZIP=-1.25, Synergy_Bliss=-1.41, Synergy_Loewe=-2.05, Synergy_HSA=-1.73. (3) Cell line: HOP-92. Drug 1: CS(=O)(=O)C1=CC(=C(C=C1)C(=O)NC2=CC(=C(C=C2)Cl)C3=CC=CC=N3)Cl. Drug 2: C1C(C(OC1N2C=C(C(=O)NC2=O)F)CO)O. Synergy scores: CSS=8.46, Synergy_ZIP=-12.4, Synergy_Bliss=-16.9, Synergy_Loewe=-32.3, Synergy_HSA=-15.8. (4) Drug 1: CN(C)N=NC1=C(NC=N1)C(=O)N. Drug 2: C1=NC2=C(N=C(N=C2N1C3C(C(C(O3)CO)O)O)F)N. Cell line: SR. Synergy scores: CSS=2.66, Synergy_ZIP=-1.50, Synergy_Bliss=2.71, Synergy_Loewe=3.28, Synergy_HSA=3.27. (5) Drug 1: CNC(=O)C1=NC=CC(=C1)OC2=CC=C(C=C2)NC(=O)NC3=CC(=C(C=C3)Cl)C(F)(F)F. Drug 2: C1=NC2=C(N1)C(=S)N=CN2. Cell line: SK-MEL-28. Synergy scores: CSS=10.6, Synergy_ZIP=-3.73, Synergy_Bliss=-1.70, Synergy_Loewe=-26.9, Synergy_HSA=-2.15.